This data is from Full USPTO retrosynthesis dataset with 1.9M reactions from patents (1976-2016). The task is: Predict the reactants needed to synthesize the given product. (1) Given the product [CH2:5]([N:12]1[C:13]2([CH2:2][CH2:1]2)[CH2:14][N:15]([C:19]([O:21][C:22]([CH3:25])([CH3:24])[CH3:23])=[O:20])[CH2:16][CH2:17][CH2:18]1)[C:6]1[CH:11]=[CH:10][CH:9]=[CH:8][CH:7]=1, predict the reactants needed to synthesize it. The reactants are: [CH2:1]([Mg]Br)[CH3:2].[CH2:5]([N:12]1[CH2:18][CH2:17][CH2:16][N:15]([C:19]([O:21][C:22]([CH3:25])([CH3:24])[CH3:23])=[O:20])[CH2:14][C:13]1=O)[C:6]1[CH:11]=[CH:10][CH:9]=[CH:8][CH:7]=1. (2) Given the product [NH2:8][C:9]1[CH:14]=[C:13]([C:15]2[C:16]([C:29]3[CH:34]=[CH:33][CH:32]=[C:31]([C:35]([F:38])([F:37])[F:36])[CH:30]=3)=[N:17][N:18]([C:20]3[CH:21]=[CH:22][C:23]4[N:24]([CH:26]=[N:27][N:28]=4)[N:25]=3)[CH:19]=2)[CH:12]=[CH:11][N:10]=1, predict the reactants needed to synthesize it. The reactants are: C(OC([NH:8][C:9]1[CH:14]=[C:13]([C:15]2[C:16]([C:29]3[CH:34]=[CH:33][CH:32]=[C:31]([C:35]([F:38])([F:37])[F:36])[CH:30]=3)=[N:17][N:18]([C:20]3[CH:21]=[CH:22][C:23]4[N:24]([CH:26]=[N:27][N:28]=4)[N:25]=3)[CH:19]=2)[CH:12]=[CH:11][N:10]=1)=O)(C)(C)C.C(OC(NC1C=C(C2C(C3C=CC=CC=3)=NN(C3C=CC4N(C=NN=4)N=3)C=2)C=CN=1)=O)(C)(C)C. (3) Given the product [F:33][C:34]1[CH:39]=[C:38]([F:40])[CH:37]=[CH:36][C:35]=1[C:9]1[N:14]=[C:13]([O:15][CH2:16][CH2:17][O:18][C:19]2[CH:26]=[CH:25][C:22]([CH:23]=[O:24])=[CH:21][CH:20]=2)[CH:12]=[CH:11][CH:10]=1, predict the reactants needed to synthesize it. The reactants are: C1(C)C=CC=CC=1.Br[C:9]1[N:14]=[C:13]([O:15][CH2:16][CH2:17][O:18][C:19]2[CH:26]=[CH:25][C:22]([CH:23]=[O:24])=[CH:21][CH:20]=2)[CH:12]=[CH:11][CH:10]=1.C(=O)([O-])[O-].[Na+].[Na+].[F:33][C:34]1[CH:39]=[C:38]([F:40])[CH:37]=[CH:36][C:35]=1C1C=CC=CC=1B(O)O. (4) Given the product [NH4+:8].[OH-:5].[C:1]([O:5][C:6]([N:8]1[CH2:13][CH2:12][C:11]([CH2:14][OH:15])([CH3:17])[CH2:10][CH2:9]1)=[O:7])([CH3:4])([CH3:3])[CH3:2], predict the reactants needed to synthesize it. The reactants are: [C:1]([O:5][C:6]([N:8]1[CH2:13][CH2:12][C:11]([CH3:17])([C:14](O)=[O:15])[CH2:10][CH2:9]1)=[O:7])([CH3:4])([CH3:3])[CH3:2].B.C1COCC1. (5) The reactants are: [CH3:1][O:2][C:3]1[C:8]2[C:9]([C:12]3[CH:17]=[CH:16][C:15]([N:18]4[CH2:23][CH2:22][O:21][CH2:20][CH2:19]4)=[CH:14][CH:13]=3)=[N:10][NH:11][C:7]=2[CH:6]=[CH:5][N:4]=1.F[C:25]1[C:32]([F:33])=[CH:31][CH:30]=[CH:29][C:26]=1[C:27]#[N:28].C(=O)([O-])[O-].[K+].[K+].O. Given the product [F:33][C:32]1[C:25]([N:11]2[C:7]3[CH:6]=[CH:5][N:4]=[C:3]([O:2][CH3:1])[C:8]=3[C:9]([C:12]3[CH:13]=[CH:14][C:15]([N:18]4[CH2:23][CH2:22][O:21][CH2:20][CH2:19]4)=[CH:16][CH:17]=3)=[N:10]2)=[C:26]([CH:29]=[CH:30][CH:31]=1)[C:27]#[N:28], predict the reactants needed to synthesize it. (6) Given the product [NH2:1][C:2]([C:4]1[CH:5]=[N:6][C:7]2[C:12]([C:13]=1[NH:14][C:15]1[CH:16]=[C:17]([CH:23]=[CH:24][CH:25]=1)[C:18]([OH:20])=[O:19])=[CH:11][CH:10]=[C:9]([C:4]1[C:5]([O:30][CH3:27])=[N:6][CH:7]=[CH:12][CH:13]=1)[CH:8]=2)=[O:3], predict the reactants needed to synthesize it. The reactants are: [NH2:1][C:2]([C:4]1[CH:5]=[N:6][C:7]2[C:12]([C:13]=1[NH:14][C:15]1[CH:16]=[C:17]([CH:23]=[CH:24][CH:25]=1)[C:18]([O:20]CC)=[O:19])=[CH:11][CH:10]=[C:9](Cl)[CH:8]=2)=[O:3].[C:27](=[O:30])([O-])[O-].[K+].[K+]. (7) Given the product [C:21]([C:13]1[CH:12]=[C:11]([CH:4]([CH2:5][CH:6]2[CH2:7][CH2:8][CH2:9][CH2:10]2)[C:3]([OH:23])=[O:2])[CH:16]=[CH:15][C:14]=1[S:17]([CH3:20])(=[O:18])=[O:19])#[N:22], predict the reactants needed to synthesize it. The reactants are: C[O:2][C:3](=[O:23])[CH:4]([C:11]1[CH:16]=[CH:15][C:14]([S:17]([CH3:20])(=[O:19])=[O:18])=[C:13]([C:21]#[N:22])[CH:12]=1)[CH2:5][CH:6]1[CH2:10][CH2:9][CH2:8][CH2:7]1.[OH-].[Li+]. (8) Given the product [Cl:24][C:16]1[CH:15]=[C:14]([C:12]2[O:11][N:10]=[C:9]([C:6]3[CH:5]=[CH:4][N:3]=[C:2]([CH2:27][CH2:28][CH2:29][C:30]([O:32][CH2:33][CH3:34])=[O:31])[C:7]=3[CH3:8])[N:13]=2)[CH:19]=[CH:18][C:17]=1[O:20][CH:21]([CH3:23])[CH3:22], predict the reactants needed to synthesize it. The reactants are: Br[C:2]1[C:7]([CH3:8])=[C:6]([C:9]2[N:13]=[C:12]([C:14]3[CH:19]=[CH:18][C:17]([O:20][CH:21]([CH3:23])[CH3:22])=[C:16]([Cl:24])[CH:15]=3)[O:11][N:10]=2)[CH:5]=[CH:4][N:3]=1.Br[Zn][CH2:27][CH2:28][CH2:29][C:30]([O:32][CH2:33][CH3:34])=[O:31]. (9) Given the product [CH3:6][C@@H:5]1[C:4](=[O:21])[NH:24][N:23]=[C:8]2[CH2:9][O:10][C:11]3[CH:16]=[CH:15][C:14]([N+:17]([O-:19])=[O:18])=[CH:13][C:12]=3[N:7]12, predict the reactants needed to synthesize it. The reactants are: C(O[C:4](=[O:21])[C@H:5]([N:7]1[C:12]2[CH:13]=[C:14]([N+:17]([O-:19])=[O:18])[CH:15]=[CH:16][C:11]=2[O:10][CH2:9][C:8]1=S)[CH3:6])C.O.[NH2:23][NH2:24].